From a dataset of NCI-60 drug combinations with 297,098 pairs across 59 cell lines. Regression. Given two drug SMILES strings and cell line genomic features, predict the synergy score measuring deviation from expected non-interaction effect. (1) Drug 1: C#CCC(CC1=CN=C2C(=N1)C(=NC(=N2)N)N)C3=CC=C(C=C3)C(=O)NC(CCC(=O)O)C(=O)O. Drug 2: C(CC(=O)O)C(=O)CN.Cl. Cell line: IGROV1. Synergy scores: CSS=10.5, Synergy_ZIP=-1.52, Synergy_Bliss=2.03, Synergy_Loewe=2.80, Synergy_HSA=2.15. (2) Drug 1: C1=NC2=C(N1)C(=S)N=C(N2)N. Drug 2: C(CC(=O)O)C(=O)CN.Cl. Cell line: SK-MEL-28. Synergy scores: CSS=8.54, Synergy_ZIP=-7.27, Synergy_Bliss=-5.54, Synergy_Loewe=-9.22, Synergy_HSA=-4.70. (3) Drug 1: C1=NC2=C(N1)C(=S)N=CN2. Drug 2: CC1C(C(CC(O1)OC2CC(CC3=C2C(=C4C(=C3O)C(=O)C5=C(C4=O)C(=CC=C5)OC)O)(C(=O)CO)O)N)O.Cl. Cell line: HCC-2998. Synergy scores: CSS=33.8, Synergy_ZIP=-5.49, Synergy_Bliss=-8.68, Synergy_Loewe=-21.8, Synergy_HSA=-6.55. (4) Drug 1: CCC(=C(C1=CC=CC=C1)C2=CC=C(C=C2)OCCN(C)C)C3=CC=CC=C3.C(C(=O)O)C(CC(=O)O)(C(=O)O)O. Drug 2: CC1=C2C(C(=O)C3(C(CC4C(C3C(C(C2(C)C)(CC1OC(=O)C(C(C5=CC=CC=C5)NC(=O)OC(C)(C)C)O)O)OC(=O)C6=CC=CC=C6)(CO4)OC(=O)C)O)C)O. Cell line: RXF 393. Synergy scores: CSS=16.6, Synergy_ZIP=9.20, Synergy_Bliss=12.6, Synergy_Loewe=11.9, Synergy_HSA=11.6.